From a dataset of Catalyst prediction with 721,799 reactions and 888 catalyst types from USPTO. Predict which catalyst facilitates the given reaction. (1) Reactant: [CH3:1][N:2]1[C:6]2[CH:7]=[CH:8][C:9]([NH2:11])=[CH:10][C:5]=2[N:4]=[CH:3]1.[Br:12]Br.N. Product: [CH3:1][N:2]1[C:6]2[CH:7]=[CH:8][C:9]([NH2:11])=[C:10]([Br:12])[C:5]=2[N:4]=[CH:3]1. The catalyst class is: 52. (2) Reactant: [CH3:1][C:2]1[CH:3]=[CH:4][C:5]([C:21]([NH:23][C:24]2[CH:25]=[C:26]([C:36]([F:39])([F:38])[F:37])[CH:27]=[C:28]([N:30]3[CH:34]=[N:33][C:32]([CH3:35])=[CH:31]3)[CH:29]=2)=[O:22])=[CH:6][C:7]=1[NH:8][C:9]1[N:10]=[CH:11][CH:12]=[C:13]([C:15]2[CH:16]=[CH:17][CH:18]=[N:19][CH:20]=2)[N:14]=1.[C:40]([OH:47])(=[O:46])[CH2:41][CH2:42][C:43]([OH:45])=[O:44]. Product: [CH3:1][C:2]1[CH:3]=[CH:4][C:5]([C:21]([NH:23][C:24]2[CH:25]=[C:26]([C:36]([F:38])([F:39])[F:37])[CH:27]=[C:28]([N:30]3[CH:34]=[N:33][C:32]([CH3:35])=[CH:31]3)[CH:29]=2)=[O:22])=[CH:6][C:7]=1[NH:8][C:9]1[N:10]=[CH:11][CH:12]=[C:13]([C:15]2[CH:16]=[CH:17][CH:18]=[N:19][CH:20]=2)[N:14]=1.[C:40]([O-:47])(=[O:46])[CH2:41][CH2:42][C:43]([O-:45])=[O:44]. The catalyst class is: 237.